Dataset: Full USPTO retrosynthesis dataset with 1.9M reactions from patents (1976-2016). Task: Predict the reactants needed to synthesize the given product. Given the product [Br:12][C:10]([CH2:9][CH2:7][O:6][CH2:1][CH2:2][CH2:3][CH2:4][CH3:5])=[CH2:11], predict the reactants needed to synthesize it. The reactants are: [CH2:1]([O:6][CH:7]([C:9]1[CH2:11][CH:10]=1)C)[CH2:2][CH2:3][CH2:4][CH3:5].[Br:12]C(COCCCCCC)=C.C(OCC1CC=1)CCCCC.